From a dataset of Catalyst prediction with 721,799 reactions and 888 catalyst types from USPTO. Predict which catalyst facilitates the given reaction. Reactant: Br[C:2]1[C:10]2[C:5](=[N:6][C:7]([CH3:22])=[CH:8][C:9]=2[NH:11][S:12]([C:15]2[CH:20]=[CH:19][CH:18]=[C:17]([Cl:21])[CH:16]=2)(=[O:14])=[O:13])[S:4][C:3]=1[CH3:23].[CH3:24][O:25][C:26]1[CH:27]=[N:28][CH:29]=[C:30](B2OC(C)(C)C(C)(C)O2)[CH:31]=1.C(=O)([O-])[O-].[K+].[K+].C(OCC)(=O)C. Product: [Cl:21][C:17]1[CH:16]=[C:15]([S:12]([NH:11][C:9]2[CH:8]=[C:7]([CH3:22])[N:6]=[C:5]3[S:4][C:3]([CH3:23])=[C:2]([C:30]4[CH:29]=[N:28][CH:27]=[C:26]([O:25][CH3:24])[CH:31]=4)[C:10]=23)(=[O:14])=[O:13])[CH:20]=[CH:19][CH:18]=1. The catalyst class is: 70.